From a dataset of Full USPTO retrosynthesis dataset with 1.9M reactions from patents (1976-2016). Predict the reactants needed to synthesize the given product. (1) Given the product [Si:1]([O:8][CH:9]1[C:17]2[C:12](=[C:13]([CH3:34])[C:14]([CH:18]([OH:33])[C:19]([N:22]3[CH2:23][CH2:24][C:25]4([C:29](=[O:30])[N:28]([C:41]5[CH2:42][O:43][C:44](=[O:47])[C:45]=5[CH3:46])[CH2:27][CH2:26]4)[CH2:31][CH2:32]3)([CH3:21])[CH3:20])=[CH:15][CH:16]=2)[CH2:11][O:10]1)([C:4]([CH3:5])([CH3:6])[CH3:7])([CH3:2])[CH3:3], predict the reactants needed to synthesize it. The reactants are: [Si:1]([O:8][CH:9]1[C:17]2[C:12](=[C:13]([CH3:34])[C:14]([CH:18]([OH:33])[C:19]([N:22]3[CH2:32][CH2:31][C:25]4([C:29](=[O:30])[NH:28][CH2:27][CH2:26]4)[CH2:24][CH2:23]3)([CH3:21])[CH3:20])=[CH:15][CH:16]=2)[CH2:11][O:10]1)([C:4]([CH3:7])([CH3:6])[CH3:5])([CH3:3])[CH3:2].FC(F)(F)S(O[C:41]1[CH2:42][O:43][C:44](=[O:47])[C:45]=1[CH3:46])(=O)=O.C(=O)([O-])[O-].[K+].[K+].CC1(C)C2C(=C(P(C3C=CC=CC=3)C3C=CC=CC=3)C=CC=2)OC2C(P(C3C=CC=CC=3)C3C=CC=CC=3)=CC=CC1=2.O. (2) Given the product [NH3:10].[OH:36][C:37]1[CH:42]=[C:41]([C:2]2[CH:35]=[CH:34][CH:33]=[C:4]([CH2:5][O:6][CH:7]3[CH2:12][CH2:11][N:10]([C:13]([CH3:31])([CH3:32])[CH2:14][CH2:15][C:16]([C:19]4[CH:20]=[CH:21][CH:22]=[CH:23][CH:24]=4)([C:25]4[CH:26]=[CH:27][CH:28]=[CH:29][CH:30]=4)[C:17]#[N:18])[CH2:9][CH2:8]3)[CH:3]=2)[CH:40]=[CH:39][CH:38]=1, predict the reactants needed to synthesize it. The reactants are: Br[C:2]1[CH:3]=[C:4]([CH:33]=[CH:34][CH:35]=1)[CH2:5][O:6][CH:7]1[CH2:12][CH2:11][N:10]([C:13]([CH3:32])([CH3:31])[CH2:14][CH2:15][C:16]([C:25]2[CH:30]=[CH:29][CH:28]=[CH:27][CH:26]=2)([C:19]2[CH:24]=[CH:23][CH:22]=[CH:21][CH:20]=2)[C:17]#[N:18])[CH2:9][CH2:8]1.[OH:36][C:37]1[CH:38]=[C:39](B(O)O)[CH:40]=[CH:41][CH:42]=1.C(=O)([O-])[O-].[Na+].[Na+].